Dataset: Full USPTO retrosynthesis dataset with 1.9M reactions from patents (1976-2016). Task: Predict the reactants needed to synthesize the given product. (1) Given the product [CH3:1][C:2]1[CH:3]=[C:4]([CH:5]=[C:6]([CH3:9])[C:7]=1[CH3:8])[O:10][CH:12]([CH2:22][O:23][CH3:24])[C:13]([NH:15][C:16]([CH3:21])([CH3:20])[C:17]#[C:18][CH3:19])=[O:14], predict the reactants needed to synthesize it. The reactants are: [CH3:1][C:2]1[CH:3]=[C:4]([OH:10])[CH:5]=[C:6]([CH3:9])[C:7]=1[CH3:8].Br[CH:12]([CH2:22][O:23][CH3:24])[C:13]([NH:15][C:16]([CH3:21])([CH3:20])[C:17]#[C:18][CH3:19])=[O:14]. (2) The reactants are: [N+:1]([C:4]1[CH:9]=[CH:8][CH:7]=[CH:6][CH:5]=1)([O-])=O.[CH3:10][OH:11]. Given the product [CH3:9][C:4]1[N:1]=[CH:10][O:11][C:5]=1[C:6]1[CH:5]=[C:4]([CH:9]=[CH:8][CH:7]=1)[NH2:1], predict the reactants needed to synthesize it.